From a dataset of Reaction yield outcomes from USPTO patents with 853,638 reactions. Predict the reaction yield, written as a fraction of the theoretical maximum amount of product (1.0 means a 100% yield; for example, 0.34 means a 34% yield). (1) The reactants are C(O[C:9](=O)[N:10]([CH2:12][CH2:13][O:14][Si:15]([C:28]([CH3:31])([CH3:30])[CH3:29])([C:22]1[CH:27]=[CH:26][CH:25]=[CH:24][CH:23]=1)[C:16]1[CH:21]=[CH:20][CH:19]=[CH:18][CH:17]=1)C)C1C=CC=CC=1. The catalyst is CO.[Pd]. The product is [Si:15]([O:14][CH2:13][CH2:12][NH:10][CH3:9])([C:28]([CH3:30])([CH3:31])[CH3:29])([C:22]1[CH:23]=[CH:24][CH:25]=[CH:26][CH:27]=1)[C:16]1[CH:17]=[CH:18][CH:19]=[CH:20][CH:21]=1. The yield is 0.690. (2) The reactants are [CH3:1][O:2][C:3]1[CH:4]=[C:5]([CH2:11][O:12][C:13]2[CH:14]=[C:15]([NH2:18])[NH:16][N:17]=2)[CH:6]=[C:7]([O:9][CH3:10])[CH:8]=1.[CH:19]1([N:23]2[CH2:28][CH2:27][N:26]([C:29]3[CH:39]=[CH:38][C:32]([C:33](OCC)=[O:34])=[CH:31][CH:30]=3)[CH2:25][CH2:24]2)[CH2:22][CH2:21][CH2:20]1.C[Al](C)C.CC(C)=O. The catalyst is C1(C)C=CC=CC=1.C(#N)C. The product is [CH:19]1([N:23]2[CH2:28][CH2:27][N:26]([C:29]3[CH:39]=[CH:38][C:32]([C:33]([NH:18][C:15]4[NH:16][N:17]=[C:13]([O:12][CH2:11][C:5]5[CH:4]=[C:3]([O:2][CH3:1])[CH:8]=[C:7]([O:9][CH3:10])[CH:6]=5)[CH:14]=4)=[O:34])=[CH:31][CH:30]=3)[CH2:25][CH2:24]2)[CH2:20][CH2:21][CH2:22]1. The yield is 0.232. (3) The reactants are Br[C:2]1[S:3][C:4]([C:7]([NH:9][C:10]2[S:11][C:12]([C:15](=[O:29])[NH:16][C:17]3[S:18][CH:19]=[C:20]([C:22]4[CH:27]=[CH:26][C:25]([CH3:28])=[CH:24][CH:23]=4)[N:21]=3)=[CH:13][N:14]=2)=[O:8])=[CH:5][N:6]=1. The catalyst is C(N)CC. The product is [CH2:5]([NH:6][C:2]1[S:3][C:4]([C:7]([NH:9][C:10]2[S:11][C:12]([C:15](=[O:29])[NH:16][C:17]3[S:18][CH:19]=[C:20]([C:22]4[CH:27]=[CH:26][C:25]([CH3:28])=[CH:24][CH:23]=4)[N:21]=3)=[CH:13][N:14]=2)=[O:8])=[CH:5][N:6]=1)[CH2:4][CH3:7]. The yield is 0.170. (4) The catalyst is O.[Cu]I.CN(C=O)C. The reactants are [C:1]([C:5]1[CH:10]=[C:9](Br)[C:8]([N+:12]([O-:14])=[O:13])=[CH:7][C:6]=1[O:15][CH2:16][C:17]1[CH:22]=[CH:21][CH:20]=[CH:19][CH:18]=1)([CH3:4])([CH3:3])[CH3:2].[F-:23].[K+].[K+].[Br-].Cl[C:28]([F:34])([F:33])C(OC)=O. The yield is 0.670. The product is [C:1]([C:5]1[CH:10]=[C:9]([C:28]([F:34])([F:23])[F:33])[C:8]([N+:12]([O-:14])=[O:13])=[CH:7][C:6]=1[O:15][CH2:16][C:17]1[CH:22]=[CH:21][CH:20]=[CH:19][CH:18]=1)([CH3:4])([CH3:3])[CH3:2].